This data is from Reaction yield outcomes from USPTO patents with 853,638 reactions. The task is: Predict the reaction yield, written as a fraction of the theoretical maximum amount of product (1.0 means a 100% yield; for example, 0.34 means a 34% yield). (1) The reactants are [F:1][C:2]1[CH:10]=[CH:9][C:5]([C:6]([OH:8])=[O:7])=[CH:4][C:3]=1[N+:11]([O-:13])=[O:12].[C:14](=O)([O-])[O-].[K+].[K+].CI. The catalyst is CN(C=O)C. The yield is 0.990. The product is [CH3:14][O:7][C:6](=[O:8])[C:5]1[CH:9]=[CH:10][C:2]([F:1])=[C:3]([N+:11]([O-:13])=[O:12])[CH:4]=1. (2) The reactants are [Br:1][C:2]1[N:7]=[CH:6][C:5]([CH:8]=[O:9])=[CH:4][CH:3]=1.[CH2:10](O)[CH2:11][OH:12].C1(C)C=CC(S(O)(=O)=O)=CC=1.C1(C)C=CC=CC=1. The catalyst is O. The product is [Br:1][C:2]1[CH:3]=[CH:4][C:5]([CH:8]2[O:12][CH2:11][CH2:10][O:9]2)=[CH:6][N:7]=1. The yield is 0.590. (3) The reactants are [CH2:1]([O:3][C:4](=[O:21])[C:5]([C:10]1[CH:15]=[CH:14][C:13]([NH2:16])=[C:12]([NH:17][CH3:18])[C:11]=1[C:19]#[N:20])([CH3:9])[C:6](=[O:8])[CH3:7])[CH3:2].[F:22][C:23]1[CH:28]=[CH:27][C:26]([N:29]=[C:30]=S)=[C:25]([CH3:32])[CH:24]=1. The catalyst is C1COCC1. The product is [CH2:1]([O:3][C:4](=[O:21])[C:5]([C:10]1[CH:15]=[CH:14][C:13]2[N:16]=[C:30]([NH:29][C:26]3[CH:27]=[CH:28][C:23]([F:22])=[CH:24][C:25]=3[CH3:32])[N:17]([CH3:18])[C:12]=2[C:11]=1[C:19]#[N:20])([CH3:9])[C:6](=[O:8])[CH3:7])[CH3:2]. The yield is 0.560. (4) The reactants are [CH3:1][O:2][C:3]1[C:8]([CH:9]=[O:10])=[CH:7][CH:6]=[CH:5][N:4]=1.[BH4-].[Na+]. The catalyst is CO. The product is [CH3:1][O:2][C:3]1[C:8]([CH2:9][OH:10])=[CH:7][CH:6]=[CH:5][N:4]=1. The yield is 0.813. (5) The reactants are [CH2:1]([C:3]1[CH:9]=[CH:8][C:7]([N+:10]([O-:12])=[O:11])=[CH:6][C:4]=1[NH2:5])[CH3:2].[N:13](OC(C)(C)C)=O. The catalyst is C(O)(=O)C.C(OCC)(=O)C. The product is [CH3:2][C:1]1[C:3]2[C:4](=[CH:6][C:7]([N+:10]([O-:12])=[O:11])=[CH:8][CH:9]=2)[NH:5][N:13]=1. The yield is 0.980.